This data is from NCI-60 drug combinations with 297,098 pairs across 59 cell lines. The task is: Regression. Given two drug SMILES strings and cell line genomic features, predict the synergy score measuring deviation from expected non-interaction effect. (1) Drug 1: CC12CCC(CC1=CCC3C2CCC4(C3CC=C4C5=CN=CC=C5)C)O. Synergy scores: CSS=24.5, Synergy_ZIP=2.92, Synergy_Bliss=7.13, Synergy_Loewe=2.93, Synergy_HSA=3.98. Cell line: HCT-15. Drug 2: CCC1(CC2CC(C3=C(CCN(C2)C1)C4=CC=CC=C4N3)(C5=C(C=C6C(=C5)C78CCN9C7C(C=CC9)(C(C(C8N6C=O)(C(=O)OC)O)OC(=O)C)CC)OC)C(=O)OC)O.OS(=O)(=O)O. (2) Drug 1: CCCS(=O)(=O)NC1=C(C(=C(C=C1)F)C(=O)C2=CNC3=C2C=C(C=N3)C4=CC=C(C=C4)Cl)F. Drug 2: C1C(C(OC1N2C=NC3=C(N=C(N=C32)Cl)N)CO)O. Cell line: MALME-3M. Synergy scores: CSS=38.9, Synergy_ZIP=-0.225, Synergy_Bliss=-2.77, Synergy_Loewe=-6.04, Synergy_HSA=-3.03. (3) Drug 1: COC1=CC(=CC(=C1O)OC)C2C3C(COC3=O)C(C4=CC5=C(C=C24)OCO5)OC6C(C(C7C(O6)COC(O7)C8=CC=CS8)O)O. Drug 2: CC=C1C(=O)NC(C(=O)OC2CC(=O)NC(C(=O)NC(CSSCCC=C2)C(=O)N1)C(C)C)C(C)C. Cell line: HOP-92. Synergy scores: CSS=72.6, Synergy_ZIP=-0.567, Synergy_Bliss=0.941, Synergy_Loewe=-1.55, Synergy_HSA=3.05. (4) Drug 1: CC1C(C(CC(O1)OC2CC(CC3=C2C(=C4C(=C3O)C(=O)C5=C(C4=O)C(=CC=C5)OC)O)(C(=O)CO)O)N)O.Cl. Drug 2: CC(CN1CC(=O)NC(=O)C1)N2CC(=O)NC(=O)C2. Cell line: UO-31. Synergy scores: CSS=5.35, Synergy_ZIP=2.75, Synergy_Bliss=5.41, Synergy_Loewe=4.04, Synergy_HSA=2.70. (5) Drug 1: CS(=O)(=O)OCCCCOS(=O)(=O)C. Drug 2: C(CCl)NC(=O)N(CCCl)N=O. Cell line: T-47D. Synergy scores: CSS=6.08, Synergy_ZIP=1.83, Synergy_Bliss=8.89, Synergy_Loewe=5.89, Synergy_HSA=7.27.